This data is from Reaction yield outcomes from USPTO patents with 853,638 reactions. The task is: Predict the reaction yield, written as a fraction of the theoretical maximum amount of product (1.0 means a 100% yield; for example, 0.34 means a 34% yield). (1) The reactants are [CH2:1]([NH2:7])[C:2]1[O:6][CH:5]=[CH:4][CH:3]=1.[CH:8]1([S:14](Cl)(=[O:16])=[O:15])[CH2:13][CH2:12][CH2:11][CH2:10][CH2:9]1. The product is [O:6]1[CH:5]=[CH:4][CH:3]=[C:2]1[CH2:1][NH:7][S:14]([CH:8]1[CH2:13][CH2:12][CH2:11][CH2:10][CH2:9]1)(=[O:16])=[O:15]. The catalyst is N1C=CC=CC=1. The yield is 0.490. (2) The reactants are C(OC([N:8]1[CH2:13][CH2:12][CH:11]([N:14]2[C:22](=[O:23])[NH:21][C:20]3[C:15]2=[N:16][C:17]([C:29]2[CH:34]=[CH:33][CH:32]=[C:31]([OH:35])[CH:30]=2)=[N:18][C:19]=3[C:24]([O:26]CC)=O)[CH2:10][CH2:9]1)=O)(C)(C)C.[NH2:36]C1C(C(OCC)=O)=NC(C2C=CC=C(O)C=2)=NC=1NC1CCN(C(OC(C)(C)C)=O)CC1. The catalyst is ClCCl. The product is [OH:35][C:31]1[CH:30]=[C:29]([C:17]2[N:16]=[C:15]3[C:20]([NH:21][C:22](=[O:23])[N:14]3[CH:11]3[CH2:10][CH2:9][NH:8][CH2:13][CH2:12]3)=[C:19]([C:24]([NH2:36])=[O:26])[N:18]=2)[CH:34]=[CH:33][CH:32]=1. The yield is 0.190. (3) The product is [CH2:1]([N:8]1[CH:13]=[C:23]([Si:24]([CH3:26])([CH3:25])[CH3:27])[C:22]2[C:21]3[CH:20]=[C:19]([CH3:28])[CH:18]=[N:17][C:16]=3[NH:15][C:10]=2[C:9]1=[O:29])[C:2]1[CH:7]=[CH:6][CH:5]=[CH:4][CH:3]=1. The reactants are [CH2:1]([N:8]1[CH:13]=C(Cl)N=[C:10]([NH:15][C:16]2[C:21]([C:22]#[C:23][Si:24]([CH3:27])([CH3:26])[CH3:25])=[CH:20][C:19]([CH3:28])=[CH:18][N:17]=2)[C:9]1=[O:29])[C:2]1[CH:7]=[CH:6][CH:5]=[CH:4][CH:3]=1. The catalyst is BrC1C=CC=CC=1. The yield is 0.830. (4) The reactants are [OH:1][C:2]1[C:3]([N+:12]([O-:14])=[O:13])=[C:4]([CH:9]=[CH:10][CH:11]=1)[C:5]([O:7][CH3:8])=[O:6].CS(O[CH:20]1[CH2:25][CH2:24][O:23][CH2:22][CH2:21]1)(=O)=O.C([O-])([O-])=O.[K+].[K+].C(OCC)(=O)C. The catalyst is CC#N. The product is [N+:12]([C:3]1[C:2]([O:1][CH:20]2[CH2:25][CH2:24][O:23][CH2:22][CH2:21]2)=[CH:11][CH:10]=[CH:9][C:4]=1[C:5]([O:7][CH3:8])=[O:6])([O-:14])=[O:13]. The yield is 1.00. (5) The reactants are C[C:2]1[NH:3][C:4]2[C:9]([CH:10]=1)=[CH:8][C:7]([N:11]1[CH2:16][CH2:15][NH:14][CH2:13][CH2:12]1)=[CH:6][CH:5]=2.Cl[CH2:18][C:19]([C:21]1[CH:22]=[CH:23][C:24]2[O:29][CH2:28][C:27](=[O:30])[NH:26][C:25]=2[CH:31]=1)=[O:20].[C:32](#N)C. No catalyst specified. The product is [CH3:32][C:4]1[NH:3][C:2]2[C:6]([CH:5]=1)=[C:7]([N:11]1[CH2:12][CH2:13][N:14]([CH2:18][C:19]([C:21]3[CH:22]=[CH:23][C:24]4[O:29][CH2:28][C:27](=[O:30])[NH:26][C:25]=4[CH:31]=3)=[O:20])[CH2:15][CH2:16]1)[CH:8]=[CH:9][CH:10]=2. The yield is 0.690. (6) The reactants are Br[C:2]1[N:7]=[C:6]2[S:8][C:9]([CH2:11][O:12][C:13]3[C:14]([F:23])=[C:15]([C:19]([F:22])=[CH:20][CH:21]=3)[C:16]([NH2:18])=[O:17])=[N:10][C:5]2=[CH:4][CH:3]=1.[C:24]1(B(O)O)[CH:29]=[CH:28][CH:27]=[CH:26][CH:25]=1.P([O-])([O-])([O-])=O.[K+].[K+].[K+]. The yield is 0.410. The product is [F:23][C:14]1[C:13]([O:12][CH2:11][C:9]2[S:8][C:6]3[C:5]([N:10]=2)=[CH:4][CH:3]=[C:2]([C:24]2[CH:29]=[CH:28][CH:27]=[CH:26][CH:25]=2)[N:7]=3)=[CH:21][CH:20]=[C:19]([F:22])[C:15]=1[C:16]([NH2:18])=[O:17]. The catalyst is CN(C=O)C.O. (7) The reactants are [CH3:1][C:2]1[CH:3]=[CH:4][C:5]([N+:11]([O-])=O)=[C:6]([CH:10]=1)[C:7]([OH:9])=[O:8]. The catalyst is C(O)C.[Pd]. The product is [NH2:11][C:5]1[CH:4]=[CH:3][C:2]([CH3:1])=[CH:10][C:6]=1[C:7]([OH:9])=[O:8]. The yield is 0.960. (8) The reactants are Cl[C:2]1[C:7](Cl)=[N:6][CH:5]=[CH:4][N:3]=1.[CH3:9][C:10]1[CH:11]=[C:12](B(O)O)[CH:13]=[C:14]([CH3:16])[CH:15]=1.C(=O)([O-])[O-].[Na+].[Na+]. The catalyst is Cl[Pd](Cl)([P](C1C=CC=CC=1)(C1C=CC=CC=1)C1C=CC=CC=1)[P](C1C=CC=CC=1)(C1C=CC=CC=1)C1C=CC=CC=1.O.C(#N)C. The product is [CH3:9][C:10]1[CH:11]=[C:12]([C:2]2[C:7]([C:12]3[CH:13]=[C:14]([CH3:16])[CH:15]=[C:10]([CH3:9])[CH:11]=3)=[N:6][CH:5]=[CH:4][N:3]=2)[CH:13]=[C:14]([CH3:16])[CH:15]=1. The yield is 0.440. (9) The reactants are [NH:1]1[CH2:6][CH2:5][CH2:4][CH2:3][CH:2]1[CH2:7][CH2:8][O:9][C:10]1[CH:15]=[CH:14][C:13]([C:16]2[NH:20][C:19]3[CH:21]=[CH:22][C:23]([C:25]([NH2:27])=[O:26])=[CH:24][C:18]=3[N:17]=2)=[CH:12][CH:11]=1.[C:28](OC(=O)C)(=[O:30])[CH3:29]. The catalyst is CN(C)C1C=CN=CC=1.CN(C=O)C. The product is [C:28]([N:1]1[CH2:6][CH2:5][CH2:4][CH2:3][CH:2]1[CH2:7][CH2:8][O:9][C:10]1[CH:11]=[CH:12][C:13]([C:16]2[NH:20][C:19]3[CH:21]=[CH:22][C:23]([C:25]([NH2:27])=[O:26])=[CH:24][C:18]=3[N:17]=2)=[CH:14][CH:15]=1)(=[O:30])[CH3:29]. The yield is 0.470. (10) The reactants are [NH2:1][C:2]1[C:11]2[C:6](=[C:7](Br)[CH:8]=[CH:9][CH:10]=2)[N:5]=[N:4][C:3]=1[C:13]([NH:15][CH2:16][CH2:17][CH3:18])=[O:14].[CH3:19][O:20][C:21]1[CH:22]=[C:23](B(O)O)[CH:24]=[C:25]([O:29][CH3:30])[C:26]=1[O:27][CH3:28]. No catalyst specified. The product is [NH2:1][C:2]1[C:11]2[C:6](=[C:7]([C:23]3[CH:24]=[C:25]([O:29][CH3:30])[C:26]([O:27][CH3:28])=[C:21]([O:20][CH3:19])[CH:22]=3)[CH:8]=[CH:9][CH:10]=2)[N:5]=[N:4][C:3]=1[C:13]([NH:15][CH2:16][CH2:17][CH3:18])=[O:14]. The yield is 0.915.